From a dataset of Full USPTO retrosynthesis dataset with 1.9M reactions from patents (1976-2016). Predict the reactants needed to synthesize the given product. (1) Given the product [CH2:7]([N:14]1[CH2:15][CH2:16][C:17]2([O:22][CH2:21][CH2:20][NH:19][CH2:18]2)[CH2:24][CH2:25]1)[C:8]1[CH:9]=[CH:10][CH:11]=[CH:12][CH:13]=1, predict the reactants needed to synthesize it. The reactants are: [H-].[Al+3].[Li+].[H-].[H-].[H-].[CH2:7]([N:14]1[CH2:25][CH2:24][C:17]2([O:22][CH2:21][C:20](=O)[NH:19][CH2:18]2)[CH2:16][CH2:15]1)[C:8]1[CH:13]=[CH:12][CH:11]=[CH:10][CH:9]=1. (2) Given the product [Cl:1][CH2:2][C:3]([N:34]1[CH2:35][CH2:36][CH:32]([NH:31][C:28](=[O:30])[CH3:29])[CH2:33]1)=[O:5], predict the reactants needed to synthesize it. The reactants are: [Cl:1][CH2:2][C:3]([OH:5])=O.CCN=C=NCCCN(C)C.Cl.C1C=CC2N(O)N=NC=2C=1.[C:28]([NH:31][CH:32]1[CH2:36][CH2:35][NH:34][CH2:33]1)(=[O:30])[CH3:29].